Dataset: Experimentally validated miRNA-target interactions with 360,000+ pairs, plus equal number of negative samples. Task: Binary Classification. Given a miRNA mature sequence and a target amino acid sequence, predict their likelihood of interaction. (1) The miRNA is hsa-miR-548ah-5p with sequence AAAAGUGAUUGCAGUGUUUG. The protein sequence of the target gene is MSEEVTYATLTFQDSAGARNNRDGNNLRKRGHPAPSPIWRHAALGLVTLCLMLLIGLVTLGMMFLQISNDINSDSEKLSQLQKTIQQQQDNLSQQLGNSNNLSMEEEFLKSQISSVLKRQEQMAIKLCQELIIHTSDHRCNPCPKMWQWYQNSCYYFTTNEEKTWANSRKDCIDKNSTLVKIDSLEEKDFLMSQPLLMFSFFWLGLSWDSSGRSWFWEDGSVPSPSLFSTKELDQINGSKGCAYFQKGNIYISRCSAEIFWICEKTAAPVKTEDLD. Result: 1 (interaction). (2) The miRNA is bta-miR-221 with sequence AGCUACAUUGUCUGCUGGGUUU. The protein sequence of the target gene is MNKLNFHNNRVMQDRRSVCIFLPNDESLNIIINVKILCHQLLVQVCDLLRLKDCHLFGLSVIQNNEHVYMELSQKLYKYCPKEWKKEASKVRQYEVTWGIDQFGPPMIIHFRVQYYVENGRLISDRAARYYYYWHLRKQVLHSQCVLREEAYFLLAAFALQADLGNFKRNKHYGKYFEPEAYFPSWVVSKRGKDYILKHIPNMHKDQFALTASEAHLKYIKEAVRLDDVAVHYYRLYKDKREIEASLTLGLTMRGIQIFQNLDEEKQLLYDFPWTNVGKLVFVGKKFEILPDGLPSARKL.... Result: 0 (no interaction).